This data is from Full USPTO retrosynthesis dataset with 1.9M reactions from patents (1976-2016). The task is: Predict the reactants needed to synthesize the given product. (1) Given the product [C:1]1([CH2:13][N:14]([C:28]([O:27][C:24]([CH3:26])([CH3:25])[CH3:23])=[O:29])[C@H:15]2[CH2:19][CH2:18][C@@H:17]([C:20]([OH:22])=[O:21])[CH2:16]2)[CH:2]=[CH:3][C:4]([C:7]2[CH:12]=[CH:11][CH:10]=[CH:9][CH:8]=2)=[CH:5][CH:6]=1, predict the reactants needed to synthesize it. The reactants are: [C:1]1([CH2:13][NH:14][C@H:15]2[CH2:19][CH2:18][C@@H:17]([C:20]([OH:22])=[O:21])[CH2:16]2)[CH:6]=[CH:5][C:4]([C:7]2[CH:12]=[CH:11][CH:10]=[CH:9][CH:8]=2)=[CH:3][CH:2]=1.[CH3:23][C:24]([O:27][C:28](O[C:28]([O:27][C:24]([CH3:26])([CH3:25])[CH3:23])=[O:29])=[O:29])([CH3:26])[CH3:25].Cl. (2) Given the product [NH2:21][C:20]1[C:3]2[C:4]([C:12]3[CH:17]=[CH:16][CH:15]=[CH:14][C:13]=3[O:18][CH3:19])=[N:5][C:6]([NH:8][CH:9]3[CH2:11][CH2:10]3)=[N:7][C:2]=2[S:22][C:23]=1[C:24]([NH2:26])=[O:25], predict the reactants needed to synthesize it. The reactants are: Cl[C:2]1[N:7]=[C:6]([NH:8][CH:9]2[CH2:11][CH2:10]2)[N:5]=[C:4]([C:12]2[CH:17]=[CH:16][CH:15]=[CH:14][C:13]=2[O:18][CH3:19])[C:3]=1[C:20]#[N:21].[SH:22][CH2:23][C:24]([NH2:26])=[O:25].C(=O)([O-])[O-].[Na+].[Na+].[O-]CC.[Na+]. (3) Given the product [C:15]([C:17]1[CH:18]=[C:19]([S:23]([N:26]2[C@@H:31]([CH3:32])[CH2:30][N:29]([CH2:2][C:3]([NH:5][C:6]3[CH:11]=[C:10]([C:12]#[N:13])[CH:9]=[CH:8][C:7]=3[CH3:14])=[O:4])[CH2:28][C@H:27]2[CH3:33])(=[O:24])=[O:25])[CH:20]=[CH:21][CH:22]=1)#[N:16], predict the reactants needed to synthesize it. The reactants are: Cl[CH2:2][C:3]([NH:5][C:6]1[CH:11]=[C:10]([C:12]#[N:13])[CH:9]=[CH:8][C:7]=1[CH3:14])=[O:4].[C:15]([C:17]1[CH:18]=[C:19]([S:23]([N:26]2[C@H:31]([CH3:32])[CH2:30][NH:29][CH2:28][C@@H:27]2[CH3:33])(=[O:25])=[O:24])[CH:20]=[CH:21][CH:22]=1)#[N:16]. (4) Given the product [C:28]([OH:35])(=[O:34])/[CH:29]=[CH:30]\[C:31]([OH:33])=[O:32].[Cl:1][C:2]1[C:3]([NH:18][C:19]2[CH:23]=[C:22]([O:24][CH:25]([CH3:27])[CH3:26])[NH:21][N:20]=2)=[N:4][C:5]([NH:8][C@H:9]([C:11]2[CH:16]=[CH:15][C:14]([F:17])=[CH:13][N:12]=2)[CH3:10])=[N:6][CH:7]=1, predict the reactants needed to synthesize it. The reactants are: [Cl:1][C:2]1[C:3]([NH:18][C:19]2[CH:23]=[C:22]([O:24][CH:25]([CH3:27])[CH3:26])[NH:21][N:20]=2)=[N:4][C:5]([NH:8][C@H:9]([C:11]2[CH:16]=[CH:15][C:14]([F:17])=[CH:13][N:12]=2)[CH3:10])=[N:6][CH:7]=1.[C:28]([OH:35])(=[O:34])/[CH:29]=[CH:30]\[C:31]([OH:33])=[O:32].